Predict which catalyst facilitates the given reaction. From a dataset of Catalyst prediction with 721,799 reactions and 888 catalyst types from USPTO. (1) Reactant: [NH3:1].[C:2]([C:4]1[CH:5]=[C:6]([S:10](Cl)(=[O:12])=[O:11])[CH:7]=[CH:8][CH:9]=1)#[N:3]. Product: [C:2]([C:4]1[CH:5]=[C:6]([S:10]([NH2:1])(=[O:12])=[O:11])[CH:7]=[CH:8][CH:9]=1)#[N:3]. The catalyst class is: 12. (2) Reactant: C([Li])CCC.C(=O)=O.CC(C)=O.Br[C:14]1[CH:15]=[C:16]2[C:21](=[CH:22][CH:23]=1)[N:20]=[C:19]([O:24][CH3:25])[C:18]([CH2:26][N:27]1[CH2:32][CH2:31][N:30]([CH2:33][C:34]([F:37])([F:36])[F:35])[CH2:29][CH2:28]1)=[C:17]2[Cl:38].CON(C)[C:42]([C:44]1[N:48]([CH3:49])[N:47]=[N:46][CH:45]=1)=[O:43]. Product: [Cl:38][C:17]1[C:16]2[C:21](=[CH:22][CH:23]=[C:14]([C:42]([C:44]3[N:48]([CH3:49])[N:47]=[N:46][CH:45]=3)=[O:43])[CH:15]=2)[N:20]=[C:19]([O:24][CH3:25])[C:18]=1[CH2:26][N:27]1[CH2:32][CH2:31][N:30]([CH2:33][C:34]([F:37])([F:36])[F:35])[CH2:29][CH2:28]1. The catalyst class is: 7. (3) Reactant: C(=O)([O-])[O-].[K+].[K+].[OH:7][C:8]1[C:13]([CH2:14][CH2:15][CH3:16])=[C:12]([OH:17])[CH:11]=[CH:10][C:9]=1[C:18](=[O:20])[CH3:19].[Br:21][C:22]1[CH:23]=[C:24]([CH:27]=[CH:28][C:29]=1[O:30][CH2:31][CH2:32][CH2:33][CH2:34]Br)[C:25]#[N:26]. Product: [C:18]([C:9]1[CH:10]=[CH:11][C:12]([O:17][CH2:34][CH2:33][CH2:32][CH2:31][O:30][C:29]2[CH:28]=[CH:27][C:24]([C:25]#[N:26])=[CH:23][C:22]=2[Br:21])=[C:13]([CH2:14][CH2:15][CH3:16])[C:8]=1[OH:7])(=[O:20])[CH3:19]. The catalyst class is: 21. (4) Reactant: [CH3:1][C:2]1[CH:7]=[CH:6][C:5]([S:8]([O:11][C:12]2[CH:13]=[CH:14][C:15]3[NH:20][C:19](=O)[O:18][C:17]([CH3:23])([CH3:22])[C:16]=3[CH:24]=2)(=[O:10])=[O:9])=[CH:4][CH:3]=1.COC1C=CC(P2(SP(C3C=CC(OC)=CC=3)(=S)S2)=[S:34])=CC=1. Product: [CH3:1][C:2]1[CH:7]=[CH:6][C:5]([S:8]([O:11][C:12]2[CH:13]=[CH:14][C:15]3[NH:20][C:19](=[S:34])[O:18][C:17]([CH3:23])([CH3:22])[C:16]=3[CH:24]=2)(=[O:10])=[O:9])=[CH:4][CH:3]=1. The catalyst class is: 11. (5) Reactant: Cl[CH2:2][CH2:3]Cl.C([CH:7]([C:11]([O-:13])=O)[C:8]([O-:10])=[O:9])C.[K+].[K+].Cl.C(#N)[C:18]1[CH:23]=[CH:22][CH:21]=[CH:20][CH:19]=1. Product: [C:11]([CH2:7][C:8]([O:10][CH2:2][CH3:3])=[O:9])(=[O:13])[C:18]1[CH:23]=[CH:22][CH:21]=[CH:20][CH:19]=1. The catalyst class is: 530. (6) Reactant: [C:1]([O:5][C:6]([N:8]1[CH2:12][C@@H:11]([OH:13])[CH2:10][C@H:9]1[C:14]([OH:16])=[O:15])=[O:7])([CH3:4])([CH3:3])[CH3:2].N1C=CN=C1.CN(C)C=O.[C:27]([Si:31](Cl)([CH3:33])[CH3:32])([CH3:30])([CH3:29])[CH3:28]. Product: [C:1]([O:5][C:6]([N:8]1[CH2:12][C@@H:11]([O:13][Si:31]([C:27]([CH3:30])([CH3:29])[CH3:28])([CH3:33])[CH3:32])[CH2:10][C@H:9]1[C:14]([OH:16])=[O:15])=[O:7])([CH3:4])([CH3:2])[CH3:3]. The catalyst class is: 6. (7) Reactant: C(O[C:6]([NH:8][CH2:9][CH2:10][N:11]1[C:17](=[O:18])[CH2:16][C:15](=[O:19])[NH:14][C:13]2[C:20]3[C:25]([CH:26]=[CH:27][C:12]1=2)=[CH:24][CH:23]=[CH:22][CH:21]=3)=[O:7])(C)(C)C.FC(F)(F)C(O)=O.C(=O)([O-])O.[Na+].[I:40][C:41]1[CH:49]=[CH:48][CH:47]=[CH:46][C:42]=1C(Cl)=O. Product: [I:40][C:41]1[CH:49]=[CH:48][CH:47]=[CH:46][C:42]=1[C:6]([NH:8][CH2:9][CH2:10][N:11]1[C:17](=[O:18])[CH2:16][C:15](=[O:19])[NH:14][C:13]2[C:20]3[C:25]([CH:26]=[CH:27][C:12]1=2)=[CH:24][CH:23]=[CH:22][CH:21]=3)=[O:7]. The catalyst class is: 4.